This data is from NCI-60 drug combinations with 297,098 pairs across 59 cell lines. The task is: Regression. Given two drug SMILES strings and cell line genomic features, predict the synergy score measuring deviation from expected non-interaction effect. (1) Drug 1: C1=NC(=NC(=O)N1C2C(C(C(O2)CO)O)O)N. Drug 2: CNC(=O)C1=NC=CC(=C1)OC2=CC=C(C=C2)NC(=O)NC3=CC(=C(C=C3)Cl)C(F)(F)F. Cell line: SK-MEL-28. Synergy scores: CSS=14.4, Synergy_ZIP=-6.40, Synergy_Bliss=-5.52, Synergy_Loewe=-2.77, Synergy_HSA=-3.71. (2) Drug 1: CC1=CC=C(C=C1)C2=CC(=NN2C3=CC=C(C=C3)S(=O)(=O)N)C(F)(F)F. Drug 2: C1=NC2=C(N=C(N=C2N1C3C(C(C(O3)CO)O)O)F)N. Cell line: SK-MEL-28. Synergy scores: CSS=7.22, Synergy_ZIP=1.54, Synergy_Bliss=10.1, Synergy_Loewe=0.0835, Synergy_HSA=1.85.